From a dataset of Catalyst prediction with 721,799 reactions and 888 catalyst types from USPTO. Predict which catalyst facilitates the given reaction. (1) Reactant: [NH2:1][C:2]1[C:11]([C:12]#[N:13])=[CH:10][C:5]([C:6](OC)=[O:7])=[C:4]([O:14][CH3:15])[CH:3]=1.[BH4-].[Li+].C(O)C.[Cl-].[NH4+]. Product: [NH2:1][C:2]1[CH:3]=[C:4]([O:14][CH3:15])[C:5]([CH2:6][OH:7])=[CH:10][C:11]=1[C:12]#[N:13]. The catalyst class is: 7. (2) Reactant: [C:1](O)(=O)[CH2:2][C:3]([OH:5])=[O:4].[Br:8][C:9]1[S:13][C:12](C=O)=[CH:11][CH:10]=1.N1CCCCC1. Product: [Br:8][C:9]1[S:13][C:12](/[CH:1]=[CH:2]/[C:3]([OH:5])=[O:4])=[CH:11][CH:10]=1. The catalyst class is: 17. (3) Reactant: [CH3:1][N:2]1[C:6]([C:7]([C:9]2[CH:14]=[CH:13][C:12]([CH3:15])=[CH:11][CH:10]=2)=[O:8])=[C:5]([CH3:16])[CH:4]=[C:3]1[CH2:17][C:18]([O:20]CC)=[O:19].Cl. Product: [CH3:1][N:2]1[C:6]([C:7]([C:9]2[CH:14]=[CH:13][C:12]([CH3:15])=[CH:11][CH:10]=2)=[O:8])=[C:5]([CH3:16])[CH:4]=[C:3]1[CH2:17][C:18]([OH:20])=[O:19]. The catalyst class is: 611. (4) Reactant: [NH2:1][CH:2]1[CH2:5][N:4]([C:6]2[CH:15]=[CH:14][C:13]3[C:12]([C:16]([NH:18][CH2:19][CH:20]4[CH2:25][CH2:24][CH2:23][CH2:22][CH2:21]4)=[O:17])=[C:11]([Cl:26])[CH:10]=[CH:9][C:8]=3[N:7]=2)[CH2:3]1.[C:27]([O:31]CC)(=[O:30])[CH:28]=[CH2:29].[OH-].[Na+].Cl. Product: [Cl:26][C:11]1[C:12]([C:16]([NH:18][CH2:19][CH:20]2[CH2:21][CH2:22][CH2:23][CH2:24][CH2:25]2)=[O:17])=[C:13]2[C:8](=[CH:9][CH:10]=1)[N:7]=[C:6]([N:4]1[CH2:5][CH:2]([NH:1][CH2:29][CH2:28][C:27]([OH:31])=[O:30])[CH2:3]1)[CH:15]=[CH:14]2. The catalyst class is: 5. (5) Reactant: C1(C(=[N:14][C:15]2[C:23]3[C:18](=[CH:19][CH:20]=[CH:21][CH:22]=3)[N:17]([C:24]3[N:32]=[C:31]4[C:27]([N:28]=[C:29]([CH2:34][N:35]5[CH2:40][CH2:39][CH:38]([C:41]([OH:44])([CH3:43])[CH3:42])[CH2:37][CH2:36]5)[N:30]4[CH3:33])=[C:26]([N:45]4[CH2:50][CH2:49][O:48][CH2:47][CH2:46]4)[N:25]=3)[N:16]=2)C2C=CC=CC=2)C=CC=CC=1.Cl.NO. Product: [NH2:14][C:15]1[C:23]2[C:18](=[CH:19][CH:20]=[CH:21][CH:22]=2)[N:17]([C:24]2[N:32]=[C:31]3[C:27]([N:28]=[C:29]([CH2:34][N:35]4[CH2:36][CH2:37][CH:38]([C:41]([OH:44])([CH3:43])[CH3:42])[CH2:39][CH2:40]4)[N:30]3[CH3:33])=[C:26]([N:45]3[CH2:50][CH2:49][O:48][CH2:47][CH2:46]3)[N:25]=2)[N:16]=1. The catalyst class is: 5.